From a dataset of Peptide-MHC class II binding affinity with 134,281 pairs from IEDB. Regression. Given a peptide amino acid sequence and an MHC pseudo amino acid sequence, predict their binding affinity value. This is MHC class II binding data. (1) The binding affinity (normalized) is 0.565. The peptide sequence is PRYVKQNTLKLATGM. The MHC is DRB5_0101 with pseudo-sequence DRB5_0101. (2) The peptide sequence is SKTHLNFERSLKAFF. The MHC is DRB1_0901 with pseudo-sequence DRB1_0901. The binding affinity (normalized) is 0.185. (3) The peptide sequence is DHGGACGYKDVDKPP. The MHC is DRB3_0101 with pseudo-sequence DRB3_0101. The binding affinity (normalized) is 0.226. (4) The peptide sequence is TVWEQILNTWLVKPG. The MHC is HLA-DQA10104-DQB10503 with pseudo-sequence HLA-DQA10104-DQB10503. The binding affinity (normalized) is 0.0479. (5) The MHC is DRB1_1302 with pseudo-sequence DRB1_1302. The binding affinity (normalized) is 0.562. The peptide sequence is YDKFLANVSTVCTGK.